Dataset: Full USPTO retrosynthesis dataset with 1.9M reactions from patents (1976-2016). Task: Predict the reactants needed to synthesize the given product. (1) Given the product [C:23]([C:20]1[C:21]([Cl:22])=[C:17]([C:15]2[NH:28][C:11]3[C:12]([N:14]=2)=[N:13][C:8]([C:3]2[CH:4]=[CH:5][CH:6]=[CH:7][C:2]=2[Cl:1])=[CH:9][CH:10]=3)[N:18]([CH3:27])[N:19]=1)([CH3:26])([CH3:25])[CH3:24], predict the reactants needed to synthesize it. The reactants are: [Cl:1][C:2]1[CH:7]=[CH:6][CH:5]=[CH:4][C:3]=1[C:8]1[N:13]=[C:12]([NH:14][C:15]([C:17]2[N:18]([CH3:27])[N:19]=[C:20]([C:23]([CH3:26])([CH3:25])[CH3:24])[C:21]=2[Cl:22])=O)[C:11]([N+:28]([O-])=O)=[CH:10][CH:9]=1. (2) Given the product [NH2:1][C:2]1[CH:7]=[CH:6][C:5]([O:8][C:17]2[CH:22]=[CH:21][N:20]=[C:19]3[CH:23]=[C:24]([C:26]4[N:27]=[CH:28][N:29]([CH2:31][CH2:32][N:33]5[CH2:34][CH2:35][N:36]([C:39]([O:41][C:42]([CH3:45])([CH3:44])[CH3:43])=[O:40])[CH2:37][CH2:38]5)[CH:30]=4)[S:25][C:18]=23)=[C:4]([F:9])[CH:3]=1, predict the reactants needed to synthesize it. The reactants are: [NH2:1][C:2]1[CH:7]=[CH:6][C:5]([OH:8])=[C:4]([F:9])[CH:3]=1.CC([O-])(C)C.[K+].Cl[C:17]1[CH:22]=[CH:21][N:20]=[C:19]2[CH:23]=[C:24]([C:26]3[N:27]=[CH:28][N:29]([CH2:31][CH2:32][N:33]4[CH2:38][CH2:37][N:36]([C:39]([O:41][C:42]([CH3:45])([CH3:44])[CH3:43])=[O:40])[CH2:35][CH2:34]4)[CH:30]=3)[S:25][C:18]=12.Cl.NC1C=CC(O)=C(F)C=1.C1([O-])C=CC=CC=1. (3) Given the product [CH3:1][O:2][C:3]([C@@H:5]1[CH2:16][C@:8]2([C:13]([CH3:14])([CH3:15])[C:9]32[CH2:12][CH2:11][CH2:10]3)[CH2:7][N:6]1[C:17](=[O:41])[C@@H:18]([NH:23][C:24](=[O:40])[C@@H:25]([NH2:32])[CH:26]1[CH2:27][CH2:28][CH2:29][CH2:30][CH2:31]1)[C:19]([CH3:22])([CH3:21])[CH3:20])=[O:4], predict the reactants needed to synthesize it. The reactants are: [CH3:1][O:2][C:3]([C@@H:5]1[CH2:16][C@:8]2([C:13]([CH3:15])([CH3:14])[C:9]32[CH2:12][CH2:11][CH2:10]3)[CH2:7][N:6]1[C:17](=[O:41])[C@@H:18]([NH:23][C:24](=[O:40])[C@@H:25]([NH:32]C(OC(C)(C)C)=O)[CH:26]1[CH2:31][CH2:30][CH2:29][CH2:28][CH2:27]1)[C:19]([CH3:22])([CH3:21])[CH3:20])=[O:4].Cl.